From a dataset of Forward reaction prediction with 1.9M reactions from USPTO patents (1976-2016). Predict the product of the given reaction. (1) Given the reactants C(OC([N:8]1[CH2:13][CH2:12][N:11]([C:14]2[N:19]=[C:18]([C:20]3[CH:25]=[CH:24][N:23]=[C:22]([NH:26][CH:27]4[CH2:32][CH2:31][CH2:30][CH2:29][CH2:28]4)[CH:21]=3)[CH:17]=[C:16]([CH2:33][NH2:34])[CH:15]=2)[CH2:10][CH2:9]1)=O)(C)(C)C.C(O)(C(F)(F)F)=O, predict the reaction product. The product is: [NH2:34][CH2:33][C:16]1[CH:15]=[C:14]([N:11]2[CH2:12][CH2:13][NH:8][CH2:9][CH2:10]2)[N:19]=[C:18]([C:20]2[CH:25]=[CH:24][N:23]=[C:22]([NH:26][CH:27]3[CH2:28][CH2:29][CH2:30][CH2:31][CH2:32]3)[CH:21]=2)[CH:17]=1. (2) Given the reactants C1C([N+]([O-])=O)=CC=C([Cl-][C:11]([O-])=[O:12])C=1.N1C=CC=CC=1.[OH:20][CH2:21][CH2:22][CH2:23][CH2:24][CH2:25][C:26]([O:28][C:29]([CH3:32])([CH3:31])[CH3:30])=[O:27].[CH2:33]([OH:42])[CH2:34][CH2:35][CH2:36][CH2:37][CH2:38][CH2:39][CH2:40][CH3:41], predict the reaction product. The product is: [CH2:33]([O:42][C:11]([O:20][CH2:21][CH2:22][CH2:23][CH2:24][CH2:25][C:26]([O:28][C:29]([CH3:32])([CH3:31])[CH3:30])=[O:27])=[O:12])[CH2:34][CH2:35][CH2:36][CH2:37][CH2:38][CH2:39][CH2:40][CH3:41]. (3) Given the reactants [CH3:1][O:2][CH2:3][C@@H:4]1[CH2:8][CH2:7][CH2:6][N:5]1[CH2:9][CH2:10][CH:11]1[CH2:16][CH2:15][NH:14][CH2:13][CH2:12]1.Cl[C:18]1[NH:27][C:26](=[O:28])[C:25]2[C:20](=[CH:21][C:22]([O:32][CH3:33])=[C:23]([O:30][CH3:31])[C:24]=2[CH3:29])[N:19]=1.CCO.C(Cl)Cl.[K+].[Br-], predict the reaction product. The product is: [CH3:31][O:30][C:23]1[C:24]([CH3:29])=[C:25]2[C:20](=[CH:21][C:22]=1[O:32][CH3:33])[NH:19][C:18]([N:14]1[CH2:13][CH2:12][CH:11]([CH2:10][CH2:9][N:5]3[CH2:6][CH2:7][CH2:8][CH:4]3[CH2:3][O:2][CH3:1])[CH2:16][CH2:15]1)=[N:27][C:26]2=[O:28].